Dataset: NCI-60 drug combinations with 297,098 pairs across 59 cell lines. Task: Regression. Given two drug SMILES strings and cell line genomic features, predict the synergy score measuring deviation from expected non-interaction effect. (1) Drug 1: COC1=C(C=C2C(=C1)N=CN=C2NC3=CC(=C(C=C3)F)Cl)OCCCN4CCOCC4. Drug 2: C1CNP(=O)(OC1)N(CCCl)CCCl. Cell line: HOP-92. Synergy scores: CSS=18.8, Synergy_ZIP=-0.434, Synergy_Bliss=1.45, Synergy_Loewe=-25.6, Synergy_HSA=-4.06. (2) Drug 1: CC1=C(C=C(C=C1)C(=O)NC2=CC(=CC(=C2)C(F)(F)F)N3C=C(N=C3)C)NC4=NC=CC(=N4)C5=CN=CC=C5. Drug 2: C1=CN(C=N1)CC(O)(P(=O)(O)O)P(=O)(O)O. Cell line: NCI/ADR-RES. Synergy scores: CSS=4.70, Synergy_ZIP=-0.525, Synergy_Bliss=-1.98, Synergy_Loewe=-1.01, Synergy_HSA=-1.64.